This data is from Peptide-MHC class I binding affinity with 185,985 pairs from IEDB/IMGT. The task is: Regression. Given a peptide amino acid sequence and an MHC pseudo amino acid sequence, predict their binding affinity value. This is MHC class I binding data. (1) The binding affinity (normalized) is 0.486. The MHC is HLA-B27:20 with pseudo-sequence HLA-B27:20. The peptide sequence is KELGVHMSL. (2) The peptide sequence is TPEGEVGAI. The MHC is HLA-B53:01 with pseudo-sequence HLA-B53:01. The binding affinity (normalized) is 0.0199. (3) The peptide sequence is KIEDLINQLV. The MHC is HLA-A02:01 with pseudo-sequence HLA-A02:01. The binding affinity (normalized) is 0.477. (4) The peptide sequence is EISNMLNIM. The MHC is HLA-A26:01 with pseudo-sequence HLA-A26:01. The binding affinity (normalized) is 0.430. (5) The peptide sequence is IFFPKTFGW. The MHC is Mamu-B17 with pseudo-sequence Mamu-B17. The binding affinity (normalized) is 0.386. (6) The peptide sequence is YTGDFDSKI. The MHC is Patr-B0101 with pseudo-sequence Patr-B0101. The binding affinity (normalized) is 0.990. (7) The peptide sequence is RRRKGWIPL. The MHC is HLA-B45:06 with pseudo-sequence HLA-B45:06. The binding affinity (normalized) is 0.213. (8) The peptide sequence is DILTYNKTSK. The MHC is HLA-A68:01 with pseudo-sequence HLA-A68:01. The binding affinity (normalized) is 0.261. (9) The peptide sequence is FHGIFYSIF. The MHC is HLA-A24:03 with pseudo-sequence HLA-A24:03. The binding affinity (normalized) is 0.585. (10) The peptide sequence is AVRLVVGPL. The MHC is HLA-A69:01 with pseudo-sequence HLA-A69:01. The binding affinity (normalized) is 0.360.